Predict the product of the given reaction. From a dataset of Forward reaction prediction with 1.9M reactions from USPTO patents (1976-2016). Given the reactants [CH2:1]([O:8][C:9]([N:11]1[CH2:16][CH2:15][CH2:14][C@@H:13]([CH:17]([NH:25][CH2:26][CH:27]=[CH2:28])[CH2:18][CH2:19]OS(C)(=O)=O)[CH2:12]1)=[O:10])[C:2]1[CH:7]=[CH:6][CH:5]=[CH:4][CH:3]=1, predict the reaction product. The product is: [CH2:1]([O:8][C:9]([N:11]1[CH2:16][CH2:15][CH2:14][C@@H:13]([CH:17]2[CH2:18][CH2:19][N:25]2[CH2:26][CH:27]=[CH2:28])[CH2:12]1)=[O:10])[C:2]1[CH:7]=[CH:6][CH:5]=[CH:4][CH:3]=1.